From a dataset of HIV replication inhibition screening data with 41,000+ compounds from the AIDS Antiviral Screen. Binary Classification. Given a drug SMILES string, predict its activity (active/inactive) in a high-throughput screening assay against a specified biological target. (1) The drug is CCN(CC)C(=C(C(Cl)=C(Cl)Cl)[N+](=O)[O-])N(CC)CC. The result is 0 (inactive). (2) The molecule is O=C(Nc1nc2ccccc2n1Cc1ccc(Cl)cc1)NC12CC3CC(CC(C3)C1)C2. The result is 0 (inactive). (3) The drug is CC#CC(O)(C(=O)OC1CN2CCC1CC2)C1CC1. The result is 0 (inactive). (4) The compound is COc1ccc(C(=O)C(CN2CCOCC2)CN2CCOCC2)cc1.Cl. The result is 0 (inactive). (5) The molecule is CCCCN(CCCC)C(=NC#N)NCc1ccccc1. The result is 0 (inactive). (6) The molecule is O=[N+]([O-])c1ccc(C=Cc2cc(-c3ccccc3)nc3ccc4ccccc4c23)cc1. The result is 0 (inactive). (7) The drug is CC(=Nc1ccc(Cl)c(Cl)c1)c1ccncc1. The result is 0 (inactive).